This data is from Catalyst prediction with 721,799 reactions and 888 catalyst types from USPTO. The task is: Predict which catalyst facilitates the given reaction. (1) Product: [NH2:30][CH2:29][C@H:26]1[CH2:27][CH2:28][C@H:23]([CH2:22][NH:21][S:18]([C:9]2[CH:10]=[CH:11][C:12]3[C:17](=[CH:16][CH:15]=[CH:14][CH:13]=3)[CH:8]=2)(=[O:20])=[O:19])[CH2:24][CH2:25]1. The catalyst class is: 2. Reactant: C(O)(C(F)(F)F)=O.[CH:8]1[C:17]2[C:12](=[CH:13][CH:14]=[CH:15][CH:16]=2)[CH:11]=[CH:10][C:9]=1[S:18]([NH:21][CH2:22][C@H:23]1[CH2:28][CH2:27][C@H:26]([CH2:29][NH:30]C(=O)OC(C)(C)C)[CH2:25][CH2:24]1)(=[O:20])=[O:19]. (2) Reactant: O1CCCCC1[N:7]1[C:15]2[C:10](=[CH:11][C:12]([C:16]3[N:20]=[CH:19][N:18](C(C4C=CC=CC=4)(C4C=CC=CC=4)C4C=CC=CC=4)[N:17]=3)=[CH:13][CH:14]=2)[C:9]([C:40]2[CH:41]=[C:42]([NH2:46])[CH:43]=[CH:44][CH:45]=2)=[N:8]1.[CH3:47][C:48]1[CH:56]=[CH:55][C:51]([C:52](Cl)=[O:53])=[CH:50][CH:49]=1.O. Product: [NH:18]1[CH:19]=[N:20][C:16]([C:12]2[CH:11]=[C:10]3[C:15](=[CH:14][CH:13]=2)[NH:7][N:8]=[C:9]3[C:40]2[CH:41]=[C:42]([NH:46][C:52]([C:51]3[CH:55]=[CH:56][C:48]([CH3:47])=[CH:49][CH:50]=3)=[O:53])[CH:43]=[CH:44][CH:45]=2)=[N:17]1. The catalyst class is: 17. (3) Reactant: [C:1]([NH2:10])(=[O:9])[C:2]1[C:3](=[CH:5][CH:6]=[CH:7][CH:8]=1)[NH2:4].C(N(CC)CC)C.[F:18][C:19]1[CH:20]=[C:21]([CH:25]=[CH:26][C:27]=1[F:28])[C:22](Cl)=O. Product: [F:18][C:19]1[CH:20]=[C:21]([C:22]2[N:10]=[C:1]([OH:9])[C:2]3[C:3](=[CH:5][CH:6]=[CH:7][CH:8]=3)[N:4]=2)[CH:25]=[CH:26][C:27]=1[F:28]. The catalyst class is: 1. (4) Reactant: [CH:1]1([NH:5][N:6]2[C:15]3[C:10](=[CH:11][CH:12]=[CH:13][CH:14]=3)[C:9]([OH:16])=[C:8]([C:17]3[NH:22][C:21]4[CH:23]=[CH:24][C:25]([NH:27]C(=O)OC(C)(C)C)=[CH:26][C:20]=4[S:19](=[O:36])(=[O:35])[N:18]=3)[C:7]2=[O:37])[CH2:4][CH2:3][CH2:2]1.FC(F)(F)C(O)=O. Product: [NH2:27][C:25]1[CH:24]=[CH:23][C:21]2[NH:22][C:17]([C:8]3[C:7](=[O:37])[N:6]([NH:5][CH:1]4[CH2:2][CH2:3][CH2:4]4)[C:15]4[C:10]([C:9]=3[OH:16])=[CH:11][CH:12]=[CH:13][CH:14]=4)=[N:18][S:19](=[O:36])(=[O:35])[C:20]=2[CH:26]=1. The catalyst class is: 4. (5) Reactant: [Br:1][C:2]1[CH:3]=[C:4]([NH2:8])[CH:5]=[N:6][CH:7]=1.[F:9][C:10]1[CH:17]=[CH:16][CH:15]=[CH:14][C:11]=1[CH:12]=O.[Si]([C:22]#[N:23])(C)(C)C. Product: [Br:1][C:2]1[CH:3]=[C:4]([NH:8][CH:12]([C:11]2[CH:14]=[CH:15][CH:16]=[CH:17][C:10]=2[F:9])[C:22]#[N:23])[CH:5]=[N:6][CH:7]=1. The catalyst class is: 57. (6) Reactant: [NH2:1][C@H:2]([C:12]([O:14][CH3:15])=[O:13])[CH2:3][CH2:4][C:5](=[O:11])[O:6][C:7]([CH3:10])([CH3:9])[CH3:8].Cl.CN1CCOCC1.[NH:24]([C:45]([O:47][C:48]([CH3:51])([CH3:50])[CH3:49])=[O:46])[C@H:25]([C:35](ON1C(=O)CCC1=O)=[O:36])[CH2:26][CH2:27][C:28](=[O:34])[O:29][C:30]([CH3:33])([CH3:32])[CH3:31]. Product: [C:45]([NH:24][C@H:25]([C:35]([NH:1][C@H:2]([C:12]([O:14][CH3:15])=[O:13])[CH2:3][CH2:4][C:5](=[O:11])[O:6][C:7]([CH3:9])([CH3:10])[CH3:8])=[O:36])[CH2:26][CH2:27][C:28](=[O:34])[O:29][C:30]([CH3:33])([CH3:32])[CH3:31])([O:47][C:48]([CH3:51])([CH3:50])[CH3:49])=[O:46]. The catalyst class is: 1. (7) Reactant: Br[C:2]1[CH:3]=[N:4][N:5]([CH2:10][C:11]([O:13][CH2:14][CH3:15])=[O:12])[C:6](=[O:9])[C:7]=1[Br:8].[CH2:16]([O:18][C:19]1[CH:20]=[C:21]([CH:24]=[CH:25][C:26]=1[O:27][CH3:28])[CH2:22][NH2:23])C.[CH2:29](N(CC)CC)C.C(OCC)(=O)C. Product: [Br:8][C:7]1[C:6](=[O:9])[N:5]([CH2:10][C:11]([O:13][CH2:14][CH3:15])=[O:12])[N:4]=[CH:3][C:2]=1[NH:23][CH2:22][C:21]1[CH:24]=[CH:25][C:26]([O:27][CH2:28][CH3:29])=[C:19]([O:18][CH3:16])[CH:20]=1. The catalyst class is: 38. (8) Reactant: [Br:1][C:2]1[CH:3]=[C:4]([NH2:10])[C:5]([O:8][CH3:9])=[N:6][CH:7]=1.[CH3:11][S:12](Cl)(=[O:14])=[O:13].Cl. Product: [Br:1][C:2]1[CH:3]=[C:4]([NH:10][S:12]([CH3:11])(=[O:14])=[O:13])[C:5]([O:8][CH3:9])=[N:6][CH:7]=1. The catalyst class is: 17. (9) Reactant: [F:1][C:2]([F:22])([F:21])[C:3](=[N:19][OH:20])[CH2:4][C:5]([C:7]1[C:16](=[O:17])[NH:15][C:10]2=[N:11][CH:12]=[CH:13][N:14]=[C:9]2[C:8]=1[OH:18])=O. Product: [OH:18][C:8]1[C:9]2[C:10](=[N:11][CH:12]=[CH:13][N:14]=2)[NH:15][C:16](=[O:17])[C:7]=1[C:5]1[O:20][N:19]=[C:3]([C:2]([F:22])([F:21])[F:1])[CH:4]=1. The catalyst class is: 55. (10) Reactant: [N+:1]([C:4]1[CH:9]=[C:8]([N+:10]([O-:12])=[O:11])[CH:7]=[CH:6][C:5]=1Cl)([O-:3])=[O:2].Cl.[O:15]([NH2:17])[CH3:16].C(N(CC)CC)C. Product: [N+:1]([C:4]1[CH:9]=[C:8]([N+:10]([O-:12])=[O:11])[CH:7]=[CH:6][C:5]=1[NH:17][O:15][CH3:16])([O-:3])=[O:2]. The catalyst class is: 10.